Dataset: Full USPTO retrosynthesis dataset with 1.9M reactions from patents (1976-2016). Task: Predict the reactants needed to synthesize the given product. (1) The reactants are: [F:1][C:2]([F:16])([O:6][C:7]1[CH:15]=[CH:14][C:10]([C:11]([OH:13])=O)=[CH:9][CH:8]=1)[CH:3]([F:5])[F:4].[C:17]([O:21][C:22]([N:24]1[CH2:29][CH2:28][C:27]([NH2:32])([C:30]#[N:31])[CH2:26][CH2:25]1)=[O:23])([CH3:20])([CH3:19])[CH3:18].C(N(CC)C(C)C)(C)C.[Cl-].[NH4+]. Given the product [C:17]([O:21][C:22]([N:24]1[CH2:25][CH2:26][C:27]([C:30]#[N:31])([NH:32][C:11](=[O:13])[C:10]2[CH:9]=[CH:8][C:7]([O:6][C:2]([F:1])([F:16])[CH:3]([F:4])[F:5])=[CH:15][CH:14]=2)[CH2:28][CH2:29]1)=[O:23])([CH3:20])([CH3:18])[CH3:19], predict the reactants needed to synthesize it. (2) Given the product [O:8]=[C:6]1[CH2:5][CH:4]([C:9]([OH:11])=[O:10])[CH2:3][C:2]([NH:17][C:16]2[CH:18]=[CH:19][CH:20]=[C:14]([C:13]([F:12])([F:21])[F:22])[CH:15]=2)=[CH:7]1, predict the reactants needed to synthesize it. The reactants are: O=[C:2]1[CH2:7][C:6](=[O:8])[CH2:5][CH:4]([C:9]([OH:11])=[O:10])[CH2:3]1.[F:12][C:13]([F:22])([F:21])[C:14]1[CH:15]=[C:16]([CH:18]=[CH:19][CH:20]=1)[NH2:17].FC(F)(F)S([O-])(=O)=O.[Yb+3].FC(F)(F)S([O-])(=O)=O.FC(F)(F)S([O-])(=O)=O.[OH-].[Na+]. (3) Given the product [F:41][C:38]1[CH:36]=[CH:19][C:14]([C:11]2[CH:12]=[CH:13][C:8]3[N:7]=[C:24]([C:26]4[CH:27]=[C:28]([CH:29]=[CH:30][CH:31]=4)[C:32]#[N:33])[CH2:23][C:22](=[O:34])[NH:21][C:9]=3[CH:10]=2)=[CH:15][CH:16]=1, predict the reactants needed to synthesize it. The reactants are: C(OC(=O)[NH:7][C:8]1[CH:13]=[CH:12][C:11]([C:14]2[CH:19]=CC(F)=[CH:16][CH:15]=2)=[CH:10][C:9]=1[NH:21][C:22](=[O:34])[CH2:23][C:24]([C:26]1[CH:31]=[CH:30][CH:29]=[C:28]([C:32]#[N:33])[CH:27]=1)=O)(C)(C)C.[C:36](O)([C:38]([F:41])(F)F)=O. (4) The reactants are: CN1CCOCC1.[OH:8][C:9]1[CH:35]=[CH:34][C:12]([O:13][C:14]2[CH:19]=[CH:18][C:17]([CH2:20][C:21]([NH:23][C:24]3[CH:33]=[CH:32][CH:31]=[CH:30][C:25]=3[C:26]([O:28][CH3:29])=[O:27])=[O:22])=[CH:16][CH:15]=2)=[CH:11][CH:10]=1.[C:36]1(P([C:36]2[CH:41]=[CH:40][CH:39]=[CH:38][CH:37]=2)[C:36]2[CH:41]=[CH:40][CH:39]=[CH:38][CH:37]=2)[CH:41]=[CH:40][CH:39]=[CH:38][CH:37]=1.C1(O)CCCCC1.N(C(OCC)=O)=NC(OCC)=O. Given the product [CH:36]1([O:8][C:9]2[CH:10]=[CH:11][C:12]([O:13][C:14]3[CH:15]=[CH:16][C:17]([CH2:20][C:21]([NH:23][C:24]4[CH:33]=[CH:32][CH:31]=[CH:30][C:25]=4[C:26]([O:28][CH3:29])=[O:27])=[O:22])=[CH:18][CH:19]=3)=[CH:34][CH:35]=2)[CH2:41][CH2:40][CH2:39][CH2:38][CH2:37]1, predict the reactants needed to synthesize it. (5) Given the product [F:1][C:2]1[CH:7]=[N:6][C:5]([N:8]2[CH:12]=[CH:11][N:10]=[N:9]2)=[C:4]2[NH:13][CH:14]=[C:15]([C:16](=[O:20])[C:17]([N:32]3[CH2:31][CH2:30][C:29]4([C:27]([C:21]5[CH:22]=[CH:23][CH:24]=[CH:25][CH:26]=5)([C:35]#[N:36])[CH2:28]4)[CH2:34][CH2:33]3)=[O:19])[C:3]=12, predict the reactants needed to synthesize it. The reactants are: [F:1][C:2]1[CH:7]=[N:6][C:5]([N:8]2[CH:12]=[CH:11][N:10]=[N:9]2)=[C:4]2[NH:13][CH:14]=[C:15]([C:16](=[O:20])[C:17]([OH:19])=O)[C:3]=12.[C:21]1([C:27]2([C:35]#[N:36])[C:29]3([CH2:34][CH2:33][NH:32][CH2:31][CH2:30]3)[CH2:28]2)[CH:26]=[CH:25][CH:24]=[CH:23][CH:22]=1.CN([P+](ON1N=NC2C=CC=CC1=2)(N(C)C)N(C)C)C.F[P-](F)(F)(F)(F)F.CCN(C(C)C)C(C)C. (6) Given the product [F:8][C:6]1[CH:7]=[C:2]([CH:20]=[CH2:21])[C:3]([O:12][CH3:13])=[CH:4][C:5]=1[N+:9]([O-:11])=[O:10], predict the reactants needed to synthesize it. The reactants are: Br[C:2]1[CH:7]=[C:6]([F:8])[C:5]([N+:9]([O-:11])=[O:10])=[CH:4][C:3]=1[O:12][CH3:13].C(=O)([O-])[O-].[Na+].[Na+].[C:20]1(C)C=CC=C[CH:21]=1. (7) Given the product [CH3:4][CH:2]1[CH2:3][N@@:1]1[P:16](=[O:17])([O:18][CH2:19][CH3:20])[O:15][CH2:13][CH3:14], predict the reactants needed to synthesize it. The reactants are: [NH2:1][C@H:2]([CH2:4]O)[CH3:3].C(N(CC)CC)C.[CH2:13]([O:15][P:16](Cl)([O:18][CH2:19][CH3:20])=[O:17])[CH3:14].ClCCl.CO.[NH4+].[OH-].C(Cl)(Cl)Cl.CO.[NH4+].[OH-].[O-][Mn](=O)(=O)=O.[K+].CS(Cl)(=O)=O.[OH-].[K+]. (8) Given the product [OH:6][C:7]1[CH:8]=[CH:9][C:10]([CH2:13][CH2:14][CH2:15][C:16]([O:18][CH3:20])=[O:17])=[CH:11][CH:12]=1, predict the reactants needed to synthesize it. The reactants are: OS(O)(=O)=O.[OH:6][C:7]1[CH:12]=[CH:11][C:10]([CH2:13][CH2:14][CH2:15][C:16]([OH:18])=[O:17])=[CH:9][CH:8]=1.O.[CH3:20]O. (9) Given the product [CH3:10][C@H:9]([OH:8])[CH2:11][CH2:12][CH2:13][CH2:14][CH2:15][CH2:16][C@@H:17]([OH:20])[CH2:18][CH3:19], predict the reactants needed to synthesize it. The reactants are: C([O:8][C@H:9]([CH2:11][CH2:12][CH2:13][CH2:14][CH2:15][CH2:16][C@@H:17]([OH:20])[CH2:18][CH3:19])[CH3:10])C1C=CC=CC=1.C(OCC)(=O)C.CCCCCC. (10) The reactants are: [C:1](OC(=O)C)(=[O:3])[CH3:2].[CH3:8][O:9][C:10]1[CH:15]=[CH:14][C:13]([NH2:16])=[CH:12][CH:11]=1.CCCCCC. Given the product [CH3:8][O:9][C:10]1[CH:15]=[CH:14][C:13]([NH:16][C:1](=[O:3])[CH3:2])=[CH:12][CH:11]=1, predict the reactants needed to synthesize it.